Dataset: Reaction yield outcomes from USPTO patents with 853,638 reactions. Task: Predict the reaction yield, written as a fraction of the theoretical maximum amount of product (1.0 means a 100% yield; for example, 0.34 means a 34% yield). (1) The reactants are O(C1C=CC=CC=1)C1C=CC=CC=1.[CH3:14][O:15][C:16]1[CH:17]=[C:18]([NH:22][CH:23]=[C:24]2[C:29](=[O:30])OC(C)(C)OC2=O)[CH:19]=[CH:20][CH:21]=1. No catalyst specified. The product is [CH3:14][O:15][C:16]1[CH:17]=[C:18]2[C:19]([C:29]([OH:30])=[CH:24][CH:23]=[N:22]2)=[CH:20][CH:21]=1. The yield is 0.300. (2) The reactants are [N:1]1([C:7]2[CH:12]=[CH:11][C:10]([NH:13][C:14]([C:16]3[CH:25]=[C:24]([N:26]([CH3:28])[CH3:27])[C:23]4[C:18](=[C:19](Br)[CH:20]=[C:21]([O:29][CH3:30])[CH:22]=4)[N:17]=3)=[O:15])=[CH:9][CH:8]=2)[CH2:6][CH2:5][O:4][CH2:3][CH2:2]1.[CH3:32][N:33]1[CH2:38][CH2:37][NH:36][CH2:35][CH2:34]1.C1C=CC(P(C2C(C3C(P(C4C=CC=CC=4)C4C=CC=CC=4)=CC=C4C=3C=CC=C4)=C3C(C=CC=C3)=CC=2)C2C=CC=CC=2)=CC=1.C(=O)([O-])[O-].[Cs+].[Cs+]. The catalyst is C1(C)C=CC=CC=1. The product is [N:1]1([C:7]2[CH:12]=[CH:11][C:10]([NH:13][C:14]([C:16]3[CH:25]=[C:24]([N:26]([CH3:28])[CH3:27])[C:23]4[C:18](=[C:19]([N:36]5[CH2:37][CH2:38][N:33]([CH3:32])[CH2:34][CH2:35]5)[CH:20]=[C:21]([O:29][CH3:30])[CH:22]=4)[N:17]=3)=[O:15])=[CH:9][CH:8]=2)[CH2:6][CH2:5][O:4][CH2:3][CH2:2]1. The yield is 0.670. (3) The reactants are C(NC(C)C)(C)C.C([Li])CCC.[CH2:13]([N:20]1[CH2:25][CH2:24][CH:23]([CH2:26][C:27]([O:29][CH3:30])=[O:28])[CH2:22][CH2:21]1)[C:14]1[CH:19]=[CH:18][CH:17]=[CH:16][CH:15]=1.[N+:31]([C:34]1[CH:41]=[CH:40][CH:39]=[CH:38][C:35]=1[CH:36]=[O:37])([O-:33])=[O:32]. The catalyst is O1CCCC1. The product is [CH2:13]([N:20]1[CH2:25][CH2:24][CH:23]([CH:26]([CH:36]([OH:37])[C:35]2[CH:38]=[CH:39][CH:40]=[CH:41][C:34]=2[N+:31]([O-:33])=[O:32])[C:27]([O:29][CH3:30])=[O:28])[CH2:22][CH2:21]1)[C:14]1[CH:15]=[CH:16][CH:17]=[CH:18][CH:19]=1. The yield is 0.890. (4) The product is [CH3:18][N:9]1[C:10]([C:11]([F:16])([F:17])[C:12]([F:13])([F:14])[F:15])=[C:6]([C:4]([OH:5])=[O:3])[C:7]([CH:19]([F:21])[F:20])=[N:8]1. The catalyst is C(O)C. The yield is 0.970. The reactants are C([O:3][C:4]([C:6]1[C:7]([CH:19]([F:21])[F:20])=[N:8][N:9]([CH3:18])[C:10]=1[C:11]([F:17])([F:16])[C:12]([F:15])([F:14])[F:13])=[O:5])C.[OH-].[Na+]. (5) The reactants are Cl.CN(C)CCCN=C=NCC.[NH2:13][C:14](=[N:20][OH:21])[C:15]([O:17][CH2:18][CH3:19])=[O:16].[Br:22][C:23]1[CH:24]=[C:25]([CH:29]=[C:30]([Br:33])[C:31]=1[OH:32])[C:26](O)=O. The catalyst is N1C=CC=CC=1. The product is [Br:22][C:23]1[CH:24]=[C:25]([C:26]2[O:21][N:20]=[C:14]([C:15]([O:17][CH2:18][CH3:19])=[O:16])[N:13]=2)[CH:29]=[C:30]([Br:33])[C:31]=1[OH:32]. The yield is 0.120. (6) The reactants are [CH3:1][N:2]([CH3:12])[CH2:3][C:4]1[S:11][C:10]2[CH:9]=[N:8][NH:7][C:6]=2[CH:5]=1.[I:13]I.[OH-].[K+].S(=O)(O)[O-].[Na+]. The catalyst is CN(C)C=O.O. The product is [I:13][C:9]1[C:10]2[S:11][C:4]([CH2:3][N:2]([CH3:12])[CH3:1])=[CH:5][C:6]=2[NH:7][N:8]=1. The yield is 0.510. (7) The reactants are [BH4-].[Na+].[Cl-].[Ca+2].[Cl-].[C:6]([C:8]1[CH:13]=[CH:12][CH:11]=[CH:10][C:9]=1[C:14]1[CH:19]=[CH:18][C:17]([CH2:20][C:21]2[C:26](=[O:27])[N:25]([C:28]3[CH:43]=[CH:42][C:31]([O:32][C:33]4([C:38](OC)=[O:39])[CH2:37][CH2:36][CH2:35][CH2:34]4)=[CH:30][CH:29]=3)[C:24]([CH2:44][CH3:45])=[N:23][C:22]=2[CH2:46][CH2:47][CH3:48])=[CH:16][CH:15]=1)#[N:7]. The catalyst is CO.O1CCCC1.C(OCC)(=O)C.Cl. The product is [CH2:44]([C:24]1[N:25]([C:28]2[CH:43]=[CH:42][C:31]([O:32][C:33]3([CH2:38][OH:39])[CH2:34][CH2:35][CH2:36][CH2:37]3)=[CH:30][CH:29]=2)[C:26](=[O:27])[C:21]([CH2:20][C:17]2[CH:16]=[CH:15][C:14]([C:9]3[C:8]([C:6]#[N:7])=[CH:13][CH:12]=[CH:11][CH:10]=3)=[CH:19][CH:18]=2)=[C:22]([CH2:46][CH2:47][CH3:48])[N:23]=1)[CH3:45]. The yield is 0.930.